This data is from NCI-60 drug combinations with 297,098 pairs across 59 cell lines. The task is: Regression. Given two drug SMILES strings and cell line genomic features, predict the synergy score measuring deviation from expected non-interaction effect. (1) Cell line: MALME-3M. Drug 2: CC(C)(C#N)C1=CC(=CC(=C1)CN2C=NC=N2)C(C)(C)C#N. Drug 1: CC1=CC2C(CCC3(C2CCC3(C(=O)C)OC(=O)C)C)C4(C1=CC(=O)CC4)C. Synergy scores: CSS=-4.53, Synergy_ZIP=3.07, Synergy_Bliss=-0.0570, Synergy_Loewe=-4.11, Synergy_HSA=-4.55. (2) Drug 1: CC12CCC3C(C1CCC2O)C(CC4=C3C=CC(=C4)O)CCCCCCCCCS(=O)CCCC(C(F)(F)F)(F)F. Drug 2: C(CCl)NC(=O)N(CCCl)N=O. Cell line: COLO 205. Synergy scores: CSS=8.13, Synergy_ZIP=-2.66, Synergy_Bliss=0.0774, Synergy_Loewe=0.203, Synergy_HSA=2.13.